Dataset: Cav3 T-type calcium channel HTS with 100,875 compounds. Task: Binary Classification. Given a drug SMILES string, predict its activity (active/inactive) in a high-throughput screening assay against a specified biological target. The molecule is S=C1N(CC)C(=O)C(/C(=O)N1CC)=C\NCc1sccc1. The result is 0 (inactive).